Dataset: Catalyst prediction with 721,799 reactions and 888 catalyst types from USPTO. Task: Predict which catalyst facilitates the given reaction. (1) Reactant: [O:1]=[C:2]1[C:14]2[C:13]3[C:12]([C:15]([O:17][CH3:18])=[O:16])=[CH:11][CH:10]=[CH:9][C:8]=3[NH:7][C:6]=2[CH2:5][CH2:4][CH2:3]1.[CH3:19]C(C)([O-])C.[K+].CI. Product: [CH3:19][N:7]1[C:6]2[CH2:5][CH2:4][CH2:3][C:2](=[O:1])[C:14]=2[C:13]2[C:12]([C:15]([O:17][CH3:18])=[O:16])=[CH:11][CH:10]=[CH:9][C:8]1=2. The catalyst class is: 1. (2) Reactant: [NH2:1][C:2]1[NH:3][C:4](=[O:11])[C:5]([C:9]#[N:10])=[C:6](Cl)[N:7]=1.[SH:12][CH2:13][CH2:14][C:15]1[CH:20]=[CH:19][CH:18]=[CH:17][N:16]=1.C1CCN2C(=NCCC2)CC1. Product: [NH2:1][C:2]1[NH:3][C:4](=[O:11])[C:5]([C:9]#[N:10])=[C:6]([S:12][CH2:13][CH2:14][C:15]2[CH:20]=[CH:19][CH:18]=[CH:17][N:16]=2)[N:7]=1. The catalyst class is: 57. (3) The catalyst class is: 26. Reactant: [C:1]1([NH:7][C:8](=[O:11])[O:9][CH3:10])[CH:6]=[CH:5][CH:4]=[CH:3][CH:2]=1.[Cl:12][CH2:13][C:14](Cl)=[O:15].[Al+3].[Cl-].[Cl-].[Cl-]. Product: [Cl:12][CH2:13][C:14]([C:4]1[CH:5]=[CH:6][C:1]([NH:7][C:8](=[O:11])[O:9][CH3:10])=[CH:2][CH:3]=1)=[O:15]. (4) Reactant: [F:1][C:2]1[CH:9]=[C:8]([F:10])[CH:7]=[CH:6][C:3]=1[CH:4]=O.[C:11]([O:15]C(=O)CC)(=[O:14])[CH2:12][CH3:13].C([O-])(=O)CC.[Na+].[OH-].[K+]. Product: [F:1][C:2]1[CH:9]=[C:8]([F:10])[CH:7]=[CH:6][C:3]=1[CH:4]=[C:12]([CH3:13])[C:11]([OH:15])=[O:14]. The catalyst class is: 6.